The task is: Regression. Given two drug SMILES strings and cell line genomic features, predict the synergy score measuring deviation from expected non-interaction effect.. This data is from Merck oncology drug combination screen with 23,052 pairs across 39 cell lines. (1) Drug 1: CCC1=CC2CN(C1)Cc1c([nH]c3ccccc13)C(C(=O)OC)(c1cc3c(cc1OC)N(C)C1C(O)(C(=O)OC)C(OC(C)=O)C4(CC)C=CCN5CCC31C54)C2. Drug 2: NC1(c2ccc(-c3nc4ccn5c(=O)[nH]nc5c4cc3-c3ccccc3)cc2)CCC1. Cell line: HT144. Synergy scores: synergy=24.0. (2) Drug 1: CCC1=CC2CN(C1)Cc1c([nH]c3ccccc13)C(C(=O)OC)(c1cc3c(cc1OC)N(C)C1C(O)(C(=O)OC)C(OC(C)=O)C4(CC)C=CCN5CCC31C54)C2. Drug 2: CCc1cnn2c(NCc3ccc[n+]([O-])c3)cc(N3CCCCC3CCO)nc12. Cell line: A2780. Synergy scores: synergy=-19.2. (3) Drug 1: O=S1(=O)NC2(CN1CC(F)(F)F)C1CCC2Cc2cc(C=CCN3CCC(C(F)(F)F)CC3)ccc2C1. Drug 2: Cn1nnc2c(C(N)=O)ncn2c1=O. Cell line: PA1. Synergy scores: synergy=24.5. (4) Drug 1: NC(=O)c1cccc2cn(-c3ccc(C4CCCNC4)cc3)nc12. Drug 2: Cn1c(=O)n(-c2ccc(C(C)(C)C#N)cc2)c2c3cc(-c4cnc5ccccc5c4)ccc3ncc21. Cell line: SKOV3. Synergy scores: synergy=5.58. (5) Drug 1: CN(C)C(=N)N=C(N)N. Drug 2: CCc1cnn2c(NCc3ccc[n+]([O-])c3)cc(N3CCCCC3CCO)nc12. Cell line: EFM192B. Synergy scores: synergy=6.10. (6) Drug 1: CC1CC2C3CCC4=CC(=O)C=CC4(C)C3(F)C(O)CC2(C)C1(O)C(=O)CO. Drug 2: COC1CC2CCC(C)C(O)(O2)C(=O)C(=O)N2CCCCC2C(=O)OC(C(C)CC2CCC(OP(C)(C)=O)C(OC)C2)CC(=O)C(C)C=C(C)C(O)C(OC)C(=O)C(C)CC(C)C=CC=CC=C1C. Cell line: OV90. Synergy scores: synergy=9.30. (7) Drug 1: C=CCn1c(=O)c2cnc(Nc3ccc(N4CCN(C)CC4)cc3)nc2n1-c1cccc(C(C)(C)O)n1. Drug 2: CC1(c2nc3c(C(N)=O)cccc3[nH]2)CCCN1. Cell line: DLD1. Synergy scores: synergy=-0.856.